From a dataset of NCI-60 drug combinations with 297,098 pairs across 59 cell lines. Regression. Given two drug SMILES strings and cell line genomic features, predict the synergy score measuring deviation from expected non-interaction effect. (1) Drug 1: C1=CC(=C2C(=C1NCCNCCO)C(=O)C3=C(C=CC(=C3C2=O)O)O)NCCNCCO. Drug 2: C1CC(=O)NC(=O)C1N2C(=O)C3=CC=CC=C3C2=O. Cell line: COLO 205. Synergy scores: CSS=29.5, Synergy_ZIP=5.51, Synergy_Bliss=0.489, Synergy_Loewe=-26.9, Synergy_HSA=0.943. (2) Drug 1: CC(C)(C#N)C1=CC(=CC(=C1)CN2C=NC=N2)C(C)(C)C#N. Drug 2: C1CC(=O)NC(=O)C1N2C(=O)C3=CC=CC=C3C2=O. Cell line: NCIH23. Synergy scores: CSS=6.12, Synergy_ZIP=0.838, Synergy_Bliss=-3.19, Synergy_Loewe=-3.33, Synergy_HSA=-2.01. (3) Drug 1: CC1C(C(CC(O1)OC2CC(CC3=C2C(=C4C(=C3O)C(=O)C5=C(C4=O)C(=CC=C5)OC)O)(C(=O)C)O)N)O.Cl. Drug 2: C1=NC2=C(N=C(N=C2N1C3C(C(C(O3)CO)O)O)F)N. Cell line: SNB-75. Synergy scores: CSS=4.91, Synergy_ZIP=3.24, Synergy_Bliss=-1.94, Synergy_Loewe=-49.0, Synergy_HSA=-2.96.